Dataset: Forward reaction prediction with 1.9M reactions from USPTO patents (1976-2016). Task: Predict the product of the given reaction. (1) Given the reactants Br[C:2]1[CH:9]=[CH:8][C:5]([CH:6]=[O:7])=[CH:4][CH:3]=1.[CH3:10][PH:11](=[O:15])[O:12][CH2:13][CH3:14].C(N(CC)CC)C, predict the reaction product. The product is: [CH:6]([C:5]1[CH:8]=[CH:9][C:2]([P:11]([CH3:10])(=[O:15])[O:12][CH2:13][CH3:14])=[CH:3][CH:4]=1)=[O:7]. (2) Given the reactants I[C:2]1[CH:11]=[C:10]2[C:5]([C:6]([N:13]3[CH2:17][CH2:16][CH2:15][CH2:14]3)=[CH:7][C:8]([CH3:12])=[N:9]2)=[CH:4][CH:3]=1.[CH3:18][S:19]([NH2:22])(=[O:21])=[O:20].C(=O)([O-])[O-].[Cs+].[Cs+], predict the reaction product. The product is: [CH3:12][C:8]1[CH:7]=[C:6]([N:13]2[CH2:17][CH2:16][CH2:15][CH2:14]2)[C:5]2[C:10](=[CH:11][C:2]([NH:22][S:19]([CH3:18])(=[O:21])=[O:20])=[CH:3][CH:4]=2)[N:9]=1. (3) Given the reactants [Cl:1][C:2]1[CH:3]=[CH:4][C:5]([C:28]([F:31])([F:30])[F:29])=[C:6]([CH:27]=1)[CH2:7][N:8]1[CH2:13][CH2:12][NH:11][C:10]2[N:14]=[CH:15][C:16]([C:18]3[CH:19]=[C:20]([CH:24]=[CH:25][CH:26]=3)[C:21](O)=[O:22])=[CH:17][C:9]1=2.[CH3:32][O:33][C:34]1[CH:39]=[CH:38][C:37]([N:40]2[CH2:45][CH2:44][NH:43][CH2:42][CH2:41]2)=[CH:36][CH:35]=1, predict the reaction product. The product is: [Cl:1][C:2]1[CH:3]=[CH:4][C:5]([C:28]([F:31])([F:30])[F:29])=[C:6]([CH:27]=1)[CH2:7][N:8]1[CH2:13][CH2:12][NH:11][C:10]2[N:14]=[CH:15][C:16]([C:18]3[CH:19]=[C:20]([C:21]([N:43]4[CH2:42][CH2:41][N:40]([C:37]5[CH:36]=[CH:35][C:34]([O:33][CH3:32])=[CH:39][CH:38]=5)[CH2:45][CH2:44]4)=[O:22])[CH:24]=[CH:25][CH:26]=3)=[CH:17][C:9]1=2. (4) Given the reactants [C:1]([O:5][C:6]([N:8]1[CH2:15][CH2:14][CH2:13][C@H:9]1[C:10]([OH:12])=O)=[O:7])([CH3:4])([CH3:3])[CH3:2].[CH2:16]([NH2:26])[CH2:17][CH2:18][CH2:19][CH2:20][CH2:21][CH2:22][CH2:23][CH2:24][CH3:25].C(N(CC)C(C)C)(C)C.C1CN([P+](ON2N=NC3C=CC=CC2=3)(N2CCCC2)N2CCCC2)CC1.F[P-](F)(F)(F)(F)F, predict the reaction product. The product is: [CH2:16]([NH:26][C:10](=[O:12])[C@@H:9]1[CH2:13][CH2:14][CH2:15][N:8]1[C:6]([O:5][C:1]([CH3:2])([CH3:3])[CH3:4])=[O:7])[CH2:17][CH2:18][CH2:19][CH2:20][CH2:21][CH2:22][CH2:23][CH2:24][CH3:25]. (5) Given the reactants [NH2:1][C:2]1[C:7]([C:8]([C:10]2[CH:15]=[C:14]([F:16])[CH:13]=[CH:12][C:11]=2[O:17][CH2:18][CH3:19])=[O:9])=[CH:6][N:5]=[C:4](S(CC)=O)[N:3]=1.FC(F)(F)C(O)=O.[CH3:31][S:32]([N:35]1[CH2:40][CH2:39][CH:38]([NH2:41])[CH2:37][CH2:36]1)(=[O:34])=[O:33], predict the reaction product. The product is: [NH2:1][C:2]1[C:7]([C:8]([C:10]2[CH:15]=[C:14]([F:16])[CH:13]=[CH:12][C:11]=2[O:17][CH2:18][CH3:19])=[O:9])=[CH:6][N:5]=[C:4]([NH:41][CH:38]2[CH2:39][CH2:40][N:35]([S:32]([CH3:31])(=[O:34])=[O:33])[CH2:36][CH2:37]2)[N:3]=1. (6) Given the reactants [CH3:1][O:2][C:3]12[CH2:10][CH2:9][C:6]([CH:11]=O)([CH2:7][CH2:8]1)[CH2:5][CH2:4]2.C1(P(C2C=CC=CC=2)(C2C=CC=CC=2)=[CH:20][C:21]([O:23][CH3:24])=[O:22])C=CC=CC=1, predict the reaction product. The product is: [CH3:1][O:2][C:3]12[CH2:4][CH2:5][C:6](/[CH:11]=[CH:20]/[C:21]([O:23][CH3:24])=[O:22])([CH2:7][CH2:8]1)[CH2:9][CH2:10]2. (7) Given the reactants [CH2:1]([C:5]1[CH:10]=[CH:9][C:8]([C:11](=[O:15])[CH2:12][CH2:13]Cl)=[CH:7][CH:6]=1)[CH2:2][CH2:3][CH3:4], predict the reaction product. The product is: [CH2:1]([C:5]1[CH:10]=[C:9]2[C:8](=[CH:7][CH:6]=1)[C:11](=[O:15])[CH2:12][CH2:13]2)[CH2:2][CH2:3][CH3:4]. (8) The product is: [CH3:6][NH:7][CH2:8][CH:9]1[CH2:14][CH2:13][N:12]([C:15]2[CH:16]=[CH:17][C:18]([O:21][CH2:22][CH3:23])=[CH:19][CH:20]=2)[CH2:11][CH2:10]1. Given the reactants C(O[C:6](=O)[NH:7][CH2:8][CH:9]1[CH2:14][CH2:13][N:12]([C:15]2[CH:20]=[CH:19][C:18]([O:21][CH2:22][CH3:23])=[CH:17][CH:16]=2)[CH2:11][CH2:10]1)(C)(C)C.[H-].[Al+3].[Li+].[H-].[H-].[H-].O1CCCC1, predict the reaction product.